This data is from HIV replication inhibition screening data with 41,000+ compounds from the AIDS Antiviral Screen. The task is: Binary Classification. Given a drug SMILES string, predict its activity (active/inactive) in a high-throughput screening assay against a specified biological target. The molecule is Oc1ccc(O)c(Sc2nnc(CCCCCCCCc3nnc(Sc4cc(O)ccc4O)o3)o2)c1. The result is 0 (inactive).